From a dataset of Reaction yield outcomes from USPTO patents with 853,638 reactions. Predict the reaction yield, written as a fraction of the theoretical maximum amount of product (1.0 means a 100% yield; for example, 0.34 means a 34% yield). The reactants are C1(P(C2C=CC=CC=2)C2C=CC=CC=2)C=CC=CC=1.[OH:20][CH2:21][C@H:22]1[CH2:26][CH2:25][CH2:24][N:23]1[C:27]([O:29][C:30]([CH3:33])([CH3:32])[CH3:31])=[O:28].[CH3:34][C:35]1([CH3:49])[C:39]([CH3:41])([CH3:40])[O:38][B:37]([C:42]2[CH:47]=[CH:46][C:45](O)=[CH:44][CH:43]=2)[O:36]1.N(C(N1CCCCC1)=O)=NC(N1CCCCC1)=O. The catalyst is C1COCC1. The product is [C:30]([O:29][C:27]([N:23]1[CH2:24][CH2:25][CH2:26][C@H:22]1[CH2:21][O:20][C:45]1[CH:46]=[CH:47][C:42]([B:37]2[O:38][C:39]([CH3:41])([CH3:40])[C:35]([CH3:49])([CH3:34])[O:36]2)=[CH:43][CH:44]=1)=[O:28])([CH3:33])([CH3:32])[CH3:31]. The yield is 0.600.